Dataset: Full USPTO retrosynthesis dataset with 1.9M reactions from patents (1976-2016). Task: Predict the reactants needed to synthesize the given product. (1) Given the product [F:1][C:2]1[CH:7]=[CH:6][C:5]([CH:8]2[O:12][C:11](=[O:13])[N:10]([C:24]([O:26][C:27]([CH3:30])([CH3:29])[CH3:28])=[O:25])[CH:9]2[CH2:14][C:15]2[O:16][C:17]([C:20]([F:21])([F:22])[F:23])=[CH:18][CH:19]=2)=[CH:4][CH:3]=1, predict the reactants needed to synthesize it. The reactants are: [F:1][C:2]1[CH:7]=[CH:6][C:5]([CH:8]2[O:12][C:11](=[O:13])[NH:10][CH:9]2[CH2:14][C:15]2[O:16][C:17]([C:20]([F:23])([F:22])[F:21])=[CH:18][CH:19]=2)=[CH:4][CH:3]=1.[C:24](O[C:24]([O:26][C:27]([CH3:30])([CH3:29])[CH3:28])=[O:25])([O:26][C:27]([CH3:30])([CH3:29])[CH3:28])=[O:25].CN(C1C=CC=CN=1)C. (2) Given the product [Cl:17][C:18]1[CH:19]=[C:20]([C:28]2[CH:45]=[C:44]3[C:31]([CH2:32][C:33]4([C:37]53[N:41]=[C:40]([NH2:42])[C:39]([CH3:43])=[N:38]5)[CH2:36][CH2:35][CH2:34]4)=[CH:30][CH:29]=2)[CH:21]=[N:22][CH:23]=1, predict the reactants needed to synthesize it. The reactants are: CC([PH+](C(C)(C)C)CCCS([O-])(=O)=O)(C)C.[Cl:17][C:18]1[CH:19]=[C:20](B(O)O)[CH:21]=[N:22][CH:23]=1.Br[C:28]1[CH:45]=[C:44]2[C:31]([CH2:32][C:33]3([C:37]42[N:41]=[C:40]([NH2:42])[C:39]([CH3:43])=[N:38]4)[CH2:36][CH2:35][CH2:34]3)=[CH:30][CH:29]=1.CC1CCCO1.C([O-])([O-])=O.[K+].[K+].